This data is from Full USPTO retrosynthesis dataset with 1.9M reactions from patents (1976-2016). The task is: Predict the reactants needed to synthesize the given product. (1) Given the product [Cl:1][C:2]1[CH:9]=[C:8]2[C:5]([CH:6]=[C:21]([C:16]3[C:17]([F:20])=[CH:18][CH:19]=[C:14]([Cl:13])[C:15]=3[F:27])[C:22](=[O:24])[N:10]2[CH2:11][CH3:12])=[CH:4][N:3]=1, predict the reactants needed to synthesize it. The reactants are: [Cl:1][C:2]1[CH:9]=[C:8]([NH:10][CH2:11][CH3:12])[C:5]([CH:6]=O)=[CH:4][N:3]=1.[Cl:13][C:14]1[C:15]([F:27])=[C:16]([CH2:21][C:22]([O:24]CC)=O)[C:17]([F:20])=[CH:18][CH:19]=1.C([O-])([O-])=O.[K+].[K+]. (2) Given the product [CH2:21]([O:28][C:29]1[CH:30]=[C:31]([C:16]2[CH:17]=[C:12]3[N:11]=[C:10]([CH2:9][CH2:8][C:7]4[N:11]=[C:10]([NH2:18])[CH:9]=[C:5]([CH3:4])[CH:6]=4)[NH:18][C:13]3=[N:14][CH:15]=2)[CH:32]=[CH:33][CH:34]=1)[C:22]1[CH:27]=[CH:26][CH:25]=[CH:24][CH:23]=1, predict the reactants needed to synthesize it. The reactants are: NC1[C:7]([CH2:8][CH2:9][C:10]2[N:18](Br)[C:13]3=[N:14][CH:15]=[CH:16][CH:17]=[C:12]3[N:11]=2)=[C:6](C)[CH:5]=[CH:4]N=1.[CH2:21]([O:28][C:29]1[CH:30]=[C:31](B(O)O)[CH:32]=[CH:33][CH:34]=1)[C:22]1[CH:27]=[CH:26][CH:25]=[CH:24][CH:23]=1. (3) Given the product [NH2:18][C:12]([C:10]1[O:11][C:7]2[CH:6]=[C:5]([C:3]([O:2][CH3:1])=[O:4])[CH:16]=[CH:15][C:8]=2[CH:9]=1)=[O:13], predict the reactants needed to synthesize it. The reactants are: [CH3:1][O:2][C:3]([C:5]1[CH:16]=[CH:15][C:8]2[CH:9]=[C:10]([C:12](O)=[O:13])[O:11][C:7]=2[CH:6]=1)=[O:4].C[N:18](C(ON1N=NC2C=CC=NC1=2)=[N+](C)C)C.F[P-](F)(F)(F)(F)F.CCN(C(C)C)C(C)C.[NH4+].[Cl-]. (4) The reactants are: [CH3:1][N:2]1[C:10]2[N:9]=[C:8]([Br:11])[N:7]([CH2:12][CH:13]=[C:14]([CH3:16])[CH3:15])[C:6]=2[C:5](=[O:17])[NH:4][C:3]1=[O:18].[C:19]1(/[CH:25]=[CH:26]/OB(O)O)[CH:24]=[CH:23][CH:22]=[CH:21][CH:20]=1.N1C=CC=CC=1. Given the product [C:19]1(/[CH:25]=[CH:26]/[N:4]2[C:5](=[O:17])[C:6]3[N:7]([CH2:12][CH:13]=[C:14]([CH3:15])[CH3:16])[C:8]([Br:11])=[N:9][C:10]=3[N:2]([CH3:1])[C:3]2=[O:18])[CH:24]=[CH:23][CH:22]=[CH:21][CH:20]=1, predict the reactants needed to synthesize it.